Dataset: TCR-epitope binding with 47,182 pairs between 192 epitopes and 23,139 TCRs. Task: Binary Classification. Given a T-cell receptor sequence (or CDR3 region) and an epitope sequence, predict whether binding occurs between them. (1) The epitope is TPGPGVRYPL. The TCR CDR3 sequence is CASSSPVGGLSTDTQYF. Result: 0 (the TCR does not bind to the epitope). (2) The epitope is FLYNLLTRV. The TCR CDR3 sequence is CASSPPGAGEGETQYF. Result: 0 (the TCR does not bind to the epitope). (3) The epitope is KLSYGIATV. The TCR CDR3 sequence is CASSEAVYGNQETQYF. Result: 1 (the TCR binds to the epitope). (4) The epitope is KLVALGINAV. The TCR CDR3 sequence is CASSMGANEQFF. Result: 1 (the TCR binds to the epitope). (5) The epitope is FIAGLIAIV. The TCR CDR3 sequence is CASSVGPAENIQYF. Result: 0 (the TCR does not bind to the epitope). (6) The epitope is PROT_97E67BCC. The TCR CDR3 sequence is CASSLGDYYNEQFF. Result: 0 (the TCR does not bind to the epitope). (7) The TCR CDR3 sequence is CASSQEFPGQGYGYTF. The epitope is KAYNVTQAF. Result: 1 (the TCR binds to the epitope). (8) The epitope is AYILFTRFFYV. The TCR CDR3 sequence is CASSSILGQGEHPVTDTQYF. Result: 0 (the TCR does not bind to the epitope).